This data is from Peptide-MHC class I binding affinity with 185,985 pairs from IEDB/IMGT. The task is: Regression. Given a peptide amino acid sequence and an MHC pseudo amino acid sequence, predict their binding affinity value. This is MHC class I binding data. The MHC is HLA-A68:01 with pseudo-sequence HLA-A68:01. The binding affinity (normalized) is 0. The peptide sequence is EKFGHLCKYH.